This data is from Catalyst prediction with 721,799 reactions and 888 catalyst types from USPTO. The task is: Predict which catalyst facilitates the given reaction. (1) Reactant: [CH3:1][C:2]([O:5][C:6]([N:8]1[C@H:12]([C:13]([O:15][CH3:16])=[O:14])[CH2:11][C@H:10]([OH:17])[CH2:9]1)=[O:7])([CH3:4])[CH3:3].[Cl:18][C:19]1[CH:28]=[CH:27][C:22]2[C:23](O)=[N:24][O:25][C:21]=2[CH:20]=1.C1(P(C2C=CC=CC=2)C2C=CC=CC=2)C=CC=CC=1.N(C(OC(C)C)=O)=NC(OC(C)C)=O. Product: [CH3:16][O:15][C:13]([C@@H:12]1[CH2:11][C@@H:10]([O:17][C:23]2[C:22]3[CH:27]=[CH:28][C:19]([Cl:18])=[CH:20][C:21]=3[O:25][N:24]=2)[CH2:9][N:8]1[C:6]([O:5][C:2]([CH3:1])([CH3:3])[CH3:4])=[O:7])=[O:14]. The catalyst class is: 1. (2) Reactant: [OH-].[Na+].C[O:4][C:5](=[O:35])[CH2:6][O:7][C:8]1[CH:17]=[CH:16][C:15]2[C:10](=[CH:11][CH:12]=[C:13]([CH2:18][NH:19][C:20]([C:22]3[CH:26]=[C:25]([C:27]4[CH:32]=[CH:31][C:30]([Cl:33])=[CH:29][CH:28]=4)[O:24][C:23]=3[CH3:34])=[O:21])[CH:14]=2)[CH:9]=1.O.Cl. Product: [Cl:33][C:30]1[CH:29]=[CH:28][C:27]([C:25]2[O:24][C:23]([CH3:34])=[C:22]([C:20]([NH:19][CH2:18][C:13]3[CH:14]=[C:15]4[C:10](=[CH:11][CH:12]=3)[CH:9]=[C:8]([O:7][CH2:6][C:5]([OH:35])=[O:4])[CH:17]=[CH:16]4)=[O:21])[CH:26]=2)=[CH:32][CH:31]=1. The catalyst class is: 1. (3) Reactant: Br[CH2:2][C:3]1[CH:8]=[CH:7][C:6]([CH2:9][CH2:10][N:11]2[CH:16]=[CH:15][C:14]([O:17][CH2:18][C:19]3[O:20][CH:21]=[CH:22][CH:23]=3)=[CH:13][C:12]2=[O:24])=[CH:5][CH:4]=1.N1CCCC1.[OH2:30].C(#N)C. Product: [O:20]1[CH:21]=[CH:22][CH:23]=[C:19]1[CH2:18][O:17][C:14]1[CH:15]=[CH:16][N:11]([CH2:10][CH2:9][C:6]2[CH:7]=[CH:8][C:3]([CH2:2][OH:30])=[CH:4][CH:5]=2)[C:12](=[O:24])[CH:13]=1. The catalyst class is: 3. (4) Reactant: [Cl:1][C:2]1[CH:30]=[CH:29][C:5]([CH2:6][C:7]2[N:8]=[C:9]([C:17]3[C:18]([CH3:28])=[N:19][N:20]4[CH:25]=[CH:24][C:23]([CH:26]=O)=[CH:22][C:21]=34)[S:10][C:11]=2[C:12]2[NH:16][CH:15]=[N:14][N:13]=2)=[CH:4][CH:3]=1.[N:31]1([C:37]([O:39][C:40]([CH3:43])([CH3:42])[CH3:41])=[O:38])[CH2:36][CH2:35][NH:34][CH2:33][CH2:32]1.C(O)(=O)C.C(O[BH-](OC(=O)C)OC(=O)C)(=O)C.[Na+]. Product: [Cl:1][C:2]1[CH:30]=[CH:29][C:5]([CH2:6][C:7]2[N:8]=[C:9]([C:17]3[C:18]([CH3:28])=[N:19][N:20]4[CH:25]=[CH:24][C:23]([CH2:26][N:34]5[CH2:35][CH2:36][N:31]([C:37]([O:39][C:40]([CH3:43])([CH3:42])[CH3:41])=[O:38])[CH2:32][CH2:33]5)=[CH:22][C:21]=34)[S:10][C:11]=2[C:12]2[NH:16][CH:15]=[N:14][N:13]=2)=[CH:4][CH:3]=1. The catalyst class is: 2.